Task: Predict the reactants needed to synthesize the given product.. Dataset: Full USPTO retrosynthesis dataset with 1.9M reactions from patents (1976-2016) Given the product [CH3:1][C@@:2]12[C:3](=[O:4])[CH2:5][CH2:6][C@H:7]1[C@@H:8]1[CH2:9][CH2:10][C:11]3[C@@:17]([CH:18]=[O:40])([C@H:19]1[CH2:20][CH2:21]2)[CH2:16][CH2:15][C:13](=[O:14])[CH:12]=3, predict the reactants needed to synthesize it. The reactants are: [CH3:1][C@:2]12[CH2:21][CH2:20][C@H:19]3[C@@H:8]([CH2:9][CH2:10][C:11]4[C@:17]3([CH3:18])[CH2:16][CH2:15][C:13](=[O:14])[CH:12]=4)[C@@H:7]1[CH2:6][CH2:5][C:3]2=[O:4].C[C@@]12C(=[O:40])CC[C@H]1[C@H]1[C@@H](C3C=CC(O)=CC=3CC1)CC2.